This data is from Full USPTO retrosynthesis dataset with 1.9M reactions from patents (1976-2016). The task is: Predict the reactants needed to synthesize the given product. (1) Given the product [CH2:13]([O:12][C:8]1[C:9]2[C:4](=[CH:3][C:2]([Br:1])=[CH:11][CH:10]=2)[CH:5]=[CH:6][N:7]=1)[C:14]1[CH:19]=[CH:18][CH:17]=[CH:16][CH:15]=1, predict the reactants needed to synthesize it. The reactants are: [Br:1][C:2]1[CH:3]=[C:4]2[C:9](=[CH:10][CH:11]=1)[C:8](=[O:12])[NH:7][CH:6]=[CH:5]2.[CH2:13](Br)[C:14]1[CH:19]=[CH:18][CH:17]=[CH:16][CH:15]=1. (2) The reactants are: Cl[C:2]1[N:7]2[N:8]=[C:9]([CH3:11])[CH:10]=[C:6]2[N:5]=[C:4]([NH:12][C:13](=[O:24])[C:14]2[CH:19]=[CH:18][C:17]([C:20]([OH:23])([CH3:22])[CH3:21])=[CH:16][CH:15]=2)[CH:3]=1.Cl.[N:26]1[C:31]2[CH2:32][CH2:33][NH:34][CH2:35][C:30]=2[C:29](=[O:36])[NH:28][CH:27]=1.C(N(CC)C(C)C)(C)C. Given the product [OH:23][C:20]([C:17]1[CH:18]=[CH:19][C:14]([C:13]([NH:12][C:4]2[CH:3]=[C:2]([N:34]3[CH2:33][CH2:32][C:31]4[N:26]=[CH:27][NH:28][C:29](=[O:36])[C:30]=4[CH2:35]3)[N:7]3[N:8]=[C:9]([CH3:11])[CH:10]=[C:6]3[N:5]=2)=[O:24])=[CH:15][CH:16]=1)([CH3:22])[CH3:21], predict the reactants needed to synthesize it.